This data is from Peptide-MHC class I binding affinity with 185,985 pairs from IEDB/IMGT. The task is: Regression. Given a peptide amino acid sequence and an MHC pseudo amino acid sequence, predict their binding affinity value. This is MHC class I binding data. The peptide sequence is LYAVTTAVL. The MHC is HLA-A01:01 with pseudo-sequence HLA-A01:01. The binding affinity (normalized) is 0.0847.